The task is: Predict which catalyst facilitates the given reaction.. This data is from Catalyst prediction with 721,799 reactions and 888 catalyst types from USPTO. Reactant: [CH3:1][O:2][C:3]1[CH:8]=[CH:7][C:6]([CH2:9][C@H:10]([NH:15][C:16]([O:18]C2C=CC([N+]([O-])=O)=CC=2)=O)[C:11]([O:13][CH3:14])=[O:12])=[CH:5][CH:4]=1.C(N(C(C)C)CC)(C)C.Cl.Cl.[NH:39]1[CH:43]=[C:42]([CH2:44][NH2:45])[N:41]=[CH:40]1.O. Product: [NH:39]1[CH:43]=[C:42]([CH2:44][NH:45][C:16](=[O:18])[NH:15][C@@H:10]([CH2:9][C:6]2[CH:5]=[CH:4][C:3]([O:2][CH3:1])=[CH:8][CH:7]=2)[C:11]([O:13][CH3:14])=[O:12])[N:41]=[CH:40]1. The catalyst class is: 9.